This data is from Forward reaction prediction with 1.9M reactions from USPTO patents (1976-2016). The task is: Predict the product of the given reaction. (1) Given the reactants [Cl:1][C:2]1[N:7]=[C:6]([C:8](Cl)=[O:9])[CH:5]=[C:4]([Cl:11])[N:3]=1.N.O1CCOCC1.CC[N:21](C(C)C)C(C)C, predict the reaction product. The product is: [Cl:1][C:2]1[N:7]=[C:6]([C:8]([NH2:21])=[O:9])[CH:5]=[C:4]([Cl:11])[N:3]=1. (2) Given the reactants [NH2:1][C@H:2]([CH2:9][C:10]1[CH:15]=[CH:14][C:13]([C:16]2[CH:21]=[C:20]([Cl:22])[CH:19]=[CH:18][C:17]=2[F:23])=[CH:12][CH:11]=1)[CH2:3][C:4]([O:6][CH2:7][CH3:8])=[O:5].[P:24]([CH2:28][CH2:29][C:30](O)=[O:31])([OH:27])([OH:26])=[O:25].C(Cl)CCl.C1C=CC2N(O)N=NC=2C=1.CCN(C(C)C)C(C)C, predict the reaction product. The product is: [Cl:22][C:20]1[CH:19]=[CH:18][C:17]([F:23])=[C:16]([C:13]2[CH:14]=[CH:15][C:10]([CH2:9][C@@H:2]([NH:1][C:30](=[O:31])[CH2:29][CH2:28][P:24](=[O:25])([OH:27])[OH:26])[CH2:3][C:4]([O:6][CH2:7][CH3:8])=[O:5])=[CH:11][CH:12]=2)[CH:21]=1. (3) The product is: [CH3:18][O:17][C:14]1[CH:15]=[CH:16][C:11]([C:9]2[N:8]([CH2:19][O:20][CH2:21][CH2:22][Si:23]([CH3:26])([CH3:25])[CH3:24])[C:5]3=[N:6][CH:7]=[C:2]([C:41](=[O:44])[CH3:40])[N:3]=[C:4]3[CH:10]=2)=[CH:12][CH:13]=1. Given the reactants Br[C:2]1[N:3]=[C:4]2[CH:10]=[C:9]([C:11]3[CH:16]=[CH:15][C:14]([O:17][CH3:18])=[CH:13][CH:12]=3)[N:8]([CH2:19][O:20][CH2:21][CH2:22][Si:23]([CH3:26])([CH3:25])[CH3:24])[C:5]2=[N:6][CH:7]=1.BrC1C(N)=NC=C(Br)N=1.C(C1C=C[C:41]([O:44]C)=[CH:40]C=1)#C.[Li]CCCC.CC(N(C)C)=O, predict the reaction product. (4) Given the reactants ClC1C=C(Cl)C=CC=1C1N=C(CC)C(N[C@H]2[C@@H](OCC)CNC2)=NC=1CC.[Cl:28][C:29]1[CH:34]=[C:33]([O:35][CH3:36])[CH:32]=[CH:31][C:30]=1[C:37]1[N:38]=[C:39]([CH2:65][CH3:66])[C:40]([NH:45][C@H:46]2[C@@H:50]([O:51][CH2:52][CH2:53][F:54])[CH2:49][N:48](C(OCC3C=CC=CC=3)=O)[CH2:47]2)=[N:41][C:42]=1[CH2:43][CH3:44], predict the reaction product. The product is: [Cl:28][C:29]1[CH:34]=[C:33]([O:35][CH3:36])[CH:32]=[CH:31][C:30]=1[C:37]1[N:38]=[C:39]([CH2:65][CH3:66])[C:40]([NH:45][C@H:46]2[C@@H:50]([O:51][CH2:52][CH2:53][F:54])[CH2:49][NH:48][CH2:47]2)=[N:41][C:42]=1[CH2:43][CH3:44]. (5) Given the reactants [CH2:1]([N:4]([C@H:15]1[C:23]2[C:18](=[CH:19][C:20]([O:24][CH3:25])=[CH:21][CH:22]=2)[C@H:17]([NH:26]C(=O)C(F)(F)F)[CH2:16]1)[C:5](=[O:14])[O:6][CH2:7][C:8]1[CH:13]=[CH:12][CH:11]=[CH:10][CH:9]=1)[CH:2]=[CH2:3].C([O-])([O-])=O.[K+].[K+], predict the reaction product. The product is: [CH2:1]([N:4]([C@H:15]1[C:23]2[C:18](=[CH:19][C:20]([O:24][CH3:25])=[CH:21][CH:22]=2)[C@H:17]([NH2:26])[CH2:16]1)[C:5](=[O:14])[O:6][CH2:7][C:8]1[CH:9]=[CH:10][CH:11]=[CH:12][CH:13]=1)[CH:2]=[CH2:3]. (6) Given the reactants [C:1]([C:5]1[CH:13]=[CH:12][CH:11]=[CH:10][C:6]=1[C:7]([OH:9])=O)([CH3:4])([CH3:3])[CH3:2].CN1CCN(C)CC1.ClC1N=C(OC)N=C(OC)N=1.[CH2:33]([NH2:40])[C:34]1[CH:39]=[CH:38][CH:37]=[CH:36][CH:35]=1.C(O)(=O)CC(CC(O)=O)(C(O)=O)O, predict the reaction product. The product is: [CH2:33]([NH:40][C:7](=[O:9])[C:6]1[CH:10]=[CH:11][CH:12]=[CH:13][C:5]=1[C:1]([CH3:2])([CH3:3])[CH3:4])[C:34]1[CH:39]=[CH:38][CH:37]=[CH:36][CH:35]=1. (7) Given the reactants [Br:1][C:2]1[CH:11]=[CH:10][C:5]([C:6](OC)=[O:7])=[CH:4][C:3]=1[CH3:12].[H-].[Al+3].[Li+].[H-].[H-].[H-].O.[OH-].[Na+], predict the reaction product. The product is: [Br:1][C:2]1[CH:11]=[CH:10][C:5]([CH2:6][OH:7])=[CH:4][C:3]=1[CH3:12]. (8) Given the reactants [CH3:1][CH:2]([CH3:13])[CH2:3][CH2:4][Sn:5]([CH2:8][CH2:9][CH:10]([CH3:12])[CH3:11])(Cl)Cl.C[O:15][CH:16]1[CH2:20]CCC1.[O-:21][CH2:22][CH3:23].[Na+], predict the reaction product. The product is: [CH3:1][CH:2]([CH3:13])[CH2:3][CH2:4][Sn:5]([CH2:8][CH2:9][CH:10]([CH3:12])[CH3:11])([O:15][CH2:16][CH3:20])[O:21][CH2:22][CH3:23]. (9) Given the reactants [CH3:1][O:2][C:3]1[CH:20]=[CH:19][C:6]2[NH:7][C:8](=[O:18])[N:9]([CH:12]3[CH2:17][CH2:16][NH:15][CH2:14][CH2:13]3)[CH2:10][CH2:11][C:5]=2[CH:4]=1.Cl[C:22]1[N:27]=[CH:26][N:25]=[C:24]([O:28][C:29]2[CH:38]=[C:37]([CH3:39])[C:32]3[NH:33][C:34](=[O:36])[S:35][C:31]=3[CH:30]=2)[CH:23]=1.CCN(C(C)C)C(C)C.O, predict the reaction product. The product is: [CH3:1][O:2][C:3]1[CH:20]=[CH:19][C:6]2[NH:7][C:8](=[O:18])[N:9]([CH:12]3[CH2:13][CH2:14][N:15]([C:22]4[N:27]=[CH:26][N:25]=[C:24]([O:28][C:29]5[CH:38]=[C:37]([CH3:39])[C:32]6[NH:33][C:34](=[O:36])[S:35][C:31]=6[CH:30]=5)[CH:23]=4)[CH2:16][CH2:17]3)[CH2:10][CH2:11][C:5]=2[CH:4]=1. (10) Given the reactants [NH:1]1[CH2:5][CH2:4][CH2:3][CH2:2]1.[CH3:6][O:7][C:8](=[O:14])[CH:9]([CH3:13])[CH2:10][CH2:11]Br, predict the reaction product. The product is: [CH3:6][O:7][C:8](=[O:14])[CH:9]([CH3:13])[CH2:10][CH2:11][N:1]1[CH2:5][CH2:4][CH2:3][CH2:2]1.